Predict the product of the given reaction. From a dataset of Forward reaction prediction with 1.9M reactions from USPTO patents (1976-2016). (1) Given the reactants [CH:1]1([OH:7])[CH2:6][CH2:5][CH2:4][CH:3]=[CH:2]1.[N+:8]([C:11]1[CH:18]=[CH:17][CH:16]=[C:15]([N+]([O-])=O)[C:12]=1[C:13]#[N:14])([O-:10])=[O:9], predict the reaction product. The product is: [CH:1]1([O:7][C:15]2[CH:16]=[CH:17][CH:18]=[C:11]([N+:8]([O-:10])=[O:9])[C:12]=2[C:13]#[N:14])[CH2:6][CH2:5][CH2:4][CH:3]=[CH:2]1. (2) The product is: [C:1]([CH2:4][CH2:5][C:6]1[C:18]([CH2:19][CH2:20][CH2:21][CH2:22][CH2:23][CH2:24][O:25][C:26]2[CH:31]=[C:30]([C:32]3[CH:36]=[CH:35][S:34][CH:33]=3)[CH:29]=[C:28]([C:37](=[O:41])[NH:88][CH:85]3[CH2:87][CH2:86]3)[CH:27]=2)=[CH:17][CH:16]=[CH:15][C:7]=1[O:8][CH2:9][CH2:10][CH2:11][C:12]([OH:14])=[O:13])([OH:3])=[O:2]. Given the reactants [C:1]([CH2:4][CH2:5][C:6]1[C:18]([CH2:19][CH2:20][CH2:21][CH2:22][CH2:23][CH2:24][O:25][C:26]2[CH:31]=[C:30]([C:32]3[CH:36]=[CH:35][S:34][CH:33]=3)[CH:29]=[C:28]([C:37](=[O:41])N(C)C)[CH:27]=2)=[CH:17][CH:16]=[CH:15][C:7]=1[O:8][CH2:9][CH2:10][CH2:11][C:12]([OH:14])=[O:13])([OH:3])=[O:2].C(OC(CCC1C(OCCCC(OCC)=O)=CC=CC=1CCCCCCOC1C=C(C=C(C2C=CSC=2)C=1)C(O)=O)=O)C.[CH:85]1([NH2:88])[CH2:87][CH2:86]1, predict the reaction product. (3) Given the reactants [F:1][C:2]([F:31])([F:30])[C:3]1[CH:4]=[C:5]([CH:23]=[C:24]([C:26]([F:29])([F:28])[F:27])[CH:25]=1)[C:6]([N:8]1[CH2:13][CH2:12][NH:11][CH2:10][C@H:9]1[CH2:14][C:15]1[CH:20]=[CH:19][C:18]([CH3:21])=[C:17]([CH3:22])[CH:16]=1)=[O:7].N12CCCN=C1CCCCC2.[CH:43]([CH:45]=[CH2:46])=[O:44], predict the reaction product. The product is: [F:31][C:2]([F:1])([F:30])[C:3]1[CH:4]=[C:5]([CH:23]=[C:24]([C:26]([F:27])([F:28])[F:29])[CH:25]=1)[C:6]([N:8]1[CH2:13][CH2:12][N:11]([CH2:46][CH2:45][CH:43]=[O:44])[CH2:10][C@H:9]1[CH2:14][C:15]1[CH:20]=[CH:19][C:18]([CH3:21])=[C:17]([CH3:22])[CH:16]=1)=[O:7]. (4) Given the reactants Cl.[CH2:2]([O:4][C:5](=[O:25])[C@@H:6]([CH3:24])[CH2:7][CH:8]([NH2:23])[CH2:9][C:10]1[CH:15]=[CH:14][C:13]([C:16]2[CH:21]=[CH:20][CH:19]=[C:18]([Cl:22])[CH:17]=2)=[CH:12][CH:11]=1)[CH3:3].[O:26]1[C:30](=[O:31])[CH2:29][CH2:28][C:27]1=[O:32].N1C=CC=CC=1.Cl, predict the reaction product. The product is: [CH2:2]([O:4][C:5](=[O:25])[C@@H:6]([CH3:24])[CH2:7][C@H:8]([NH:23][C:30](=[O:31])[CH2:29][CH2:28][C:27]([OH:32])=[O:26])[CH2:9][C:10]1[CH:15]=[CH:14][C:13]([C:16]2[CH:21]=[CH:20][CH:19]=[C:18]([Cl:22])[CH:17]=2)=[CH:12][CH:11]=1)[CH3:3]. (5) Given the reactants [CH3:1][N:2]([CH3:16])[S:3]([C:6]1[CH:7]=[C:8]2[C:12](=[CH:13][CH:14]=1)[NH:11][C:10](=[O:15])[CH2:9]2)(=[O:5])=[O:4].[NH:17]1[C:25]2[C:20](=[CH:21][CH:22]=[CH:23][CH:24]=2)[CH:19]=[C:18]1[CH:26]=O, predict the reaction product. The product is: [CH3:1][N:2]([CH3:16])[S:3]([C:6]1[CH:7]=[C:8]2[C:12](=[CH:13][CH:14]=1)[NH:11][C:10](=[O:15])[C:9]2=[CH:26][C:18]1[NH:17][C:25]2[C:20]([CH:19]=1)=[CH:21][CH:22]=[CH:23][CH:24]=2)(=[O:5])=[O:4]. (6) Given the reactants [OH:1][C:2]1[CH:7]=[C:6]([Cl:8])[N:5]=[N:4][C:3]=1Cl.[CH:10]1([C:13]2[CH:18]=[CH:17][CH:16]=[C:15]([CH3:19])[C:14]=2[OH:20])[CH2:12][CH2:11]1.CC(CCC1C=CC=CC=1)CO.[OH-].[K+].Cl, predict the reaction product. The product is: [Cl:8][C:6]1[N:5]=[N:4][C:3]([O:20][C:14]2[C:15]([CH3:19])=[CH:16][CH:17]=[CH:18][C:13]=2[CH:10]2[CH2:11][CH2:12]2)=[C:2]([OH:1])[CH:7]=1. (7) Given the reactants [Cl:1][C:2]1[C:3]([O:23][C:24]([F:32])([F:31])[CH:25]([F:30])[C:26]([F:29])([F:28])[F:27])=[N:4][N:5]([C:9]2[CH:14]=[C:13]([S:15][CH2:16][C:17]([F:20])([F:19])[F:18])[C:12]([CH3:21])=[CH:11][C:10]=2[F:22])[C:6]=1[NH:7][CH3:8].ClC1C=CC=C(C(OO)=[O:41])C=1, predict the reaction product. The product is: [Cl:1][C:2]1[C:3]([O:23][C:24]([F:31])([F:32])[CH:25]([F:30])[C:26]([F:27])([F:28])[F:29])=[N:4][N:5]([C:9]2[CH:14]=[C:13]([S:15]([CH2:16][C:17]([F:20])([F:19])[F:18])=[O:41])[C:12]([CH3:21])=[CH:11][C:10]=2[F:22])[C:6]=1[NH:7][CH3:8]. (8) Given the reactants [F:1][C:2]([F:34])([F:33])[C:3]1[CH:4]=[C:5]([CH:26]=[C:27]([C:29]([F:32])([F:31])[F:30])[CH:28]=1)[C:6]([N:8]1[CH2:25][CH2:24][C:11]2([C:15](=[O:16])[NH:14][C:13](=[O:17])[CH:12]2[C:18]2[CH:23]=[CH:22][CH:21]=[CH:20][CH:19]=2)[CH2:10][CH2:9]1)=[O:7].[CH3:35]I, predict the reaction product. The product is: [F:32][C:29]([F:30])([F:31])[C:27]1[CH:26]=[C:5]([CH:4]=[C:3]([C:2]([F:1])([F:33])[F:34])[CH:28]=1)[C:6]([N:8]1[CH2:9][CH2:10][C:11]2([C:15](=[O:16])[N:14]([CH3:35])[C:13](=[O:17])[CH:12]2[C:18]2[CH:19]=[CH:20][CH:21]=[CH:22][CH:23]=2)[CH2:24][CH2:25]1)=[O:7].